Dataset: NCI-60 drug combinations with 297,098 pairs across 59 cell lines. Task: Regression. Given two drug SMILES strings and cell line genomic features, predict the synergy score measuring deviation from expected non-interaction effect. (1) Drug 1: C1CN(P(=O)(OC1)NCCCl)CCCl. Drug 2: CCC1(C2=C(COC1=O)C(=O)N3CC4=CC5=C(C=CC(=C5CN(C)C)O)N=C4C3=C2)O.Cl. Cell line: BT-549. Synergy scores: CSS=12.7, Synergy_ZIP=-8.23, Synergy_Bliss=-3.17, Synergy_Loewe=-20.1, Synergy_HSA=-2.85. (2) Drug 1: C1CCC(C1)C(CC#N)N2C=C(C=N2)C3=C4C=CNC4=NC=N3. Drug 2: C1=CN(C(=O)N=C1N)C2C(C(C(O2)CO)O)O.Cl. Cell line: KM12. Synergy scores: CSS=26.9, Synergy_ZIP=0.933, Synergy_Bliss=4.66, Synergy_Loewe=3.77, Synergy_HSA=5.48. (3) Drug 1: C#CCC(CC1=CN=C2C(=N1)C(=NC(=N2)N)N)C3=CC=C(C=C3)C(=O)NC(CCC(=O)O)C(=O)O. Drug 2: C(CC(=O)O)C(=O)CN.Cl. Cell line: SW-620. Synergy scores: CSS=1.34, Synergy_ZIP=-4.32, Synergy_Bliss=-3.50, Synergy_Loewe=-4.00, Synergy_HSA=-2.97.